Predict which catalyst facilitates the given reaction. From a dataset of Catalyst prediction with 721,799 reactions and 888 catalyst types from USPTO. (1) Reactant: [F:1][C:2]1[CH:7]=[CH:6][C:5]([N:8]2[C:11](=[O:12])[C@H:10]([S:13][CH2:14][C:15]([C:17]3[CH:22]=[CH:21][C:20]([O:23][CH3:24])=[CH:19][CH:18]=3)=[O:16])[C@H:9]2[C:25]2[CH:46]=[CH:45][C:28]([O:29][CH2:30][C:31]([NH:33][CH2:34][C:35]([NH:37][C@@H:38]([C:42]([OH:44])=[O:43])[CH:39]([CH3:41])[CH3:40])=[O:36])=[O:32])=[CH:27][CH:26]=2)=[CH:4][CH:3]=1.[BH4-].[Na+]. Product: [F:1][C:2]1[CH:7]=[CH:6][C:5]([N:8]2[C:11](=[O:12])[C@H:10]([S:13][CH2:14][CH:15]([OH:16])[C:17]3[CH:18]=[CH:19][C:20]([O:23][CH3:24])=[CH:21][CH:22]=3)[C@H:9]2[C:25]2[CH:26]=[CH:27][C:28]([O:29][CH2:30][C:31]([NH:33][CH2:34][C:35]([NH:37][C@@H:38]([C:42]([OH:44])=[O:43])[CH:39]([CH3:41])[CH3:40])=[O:36])=[O:32])=[CH:45][CH:46]=2)=[CH:4][CH:3]=1. The catalyst class is: 130. (2) Reactant: [NH2:1][C@@:2]1([C:19]([OH:21])=[O:20])[C@@H:7]([F:8])[CH2:6][C@@H:5]2[C@H:3]1[C@H:4]2[C:9]([O:11][CH:12]([O:14][CH2:15][CH:16]([CH3:18])[CH3:17])[CH3:13])=[O:10].C(OCC)(=O)C.[ClH:28]. Product: [ClH:28].[NH2:1][C@@:2]1([C:19]([OH:21])=[O:20])[C@@H:7]([F:8])[CH2:6][C@@H:5]2[C@H:3]1[C@H:4]2[C:9]([O:11][CH:12]([O:14][CH2:15][CH:16]([CH3:17])[CH3:18])[CH3:13])=[O:10]. The catalyst class is: 13. (3) Reactant: [CH:1]1[C:10]2[C:5](=[CH:6]C=C[CH:9]=2)[CH:4]=[CH:3][CH:2]=1.[C:11]([O-:14])([O-])=[O:12].[K+].[K+].[O-:17][Mn](=O)(=O)=O.[K+].S(O)(O)(=O)=O.[NH2:28][NH2:29].Cl. Product: [C:6]1(=[O:17])[C:5]2[C:10](=[CH:1][CH:2]=[CH:3][CH:4]=2)[C:9]([C:11]([OH:14])=[O:12])=[N:29][NH:28]1. The catalyst class is: 6. (4) Reactant: [F:1][C:2]([F:21])([F:20])[C:3]1[CH:8]=[CH:7][C:6]([NH:9][C:10](=[O:19])[C:11](=[CH:15]OCC)[C:12]([CH3:14])=O)=[CH:5][CH:4]=1.O.[NH2:23][NH2:24]. The catalyst class is: 8. Product: [CH3:14][C:12]1[C:11]([C:10]([NH:9][C:6]2[CH:7]=[CH:8][C:3]([C:2]([F:21])([F:20])[F:1])=[CH:4][CH:5]=2)=[O:19])=[CH:15][NH:24][N:23]=1. (5) Reactant: S([O:8][S:9]([C:12]([F:15])([F:14])[F:13])(=[O:11])=[O:10])(C(F)(F)F)(=O)=O.[F:16][CH:17]([F:20])[CH2:18]O.C([O-])(O)=O.[Na+]. Product: [F:15][C:12]([F:13])([F:14])[S:9]([O:8][CH2:18][CH:17]([F:20])[F:16])(=[O:10])=[O:11]. The catalyst class is: 27.